This data is from Catalyst prediction with 721,799 reactions and 888 catalyst types from USPTO. The task is: Predict which catalyst facilitates the given reaction. (1) Reactant: [CH3:1][O:2][C:3]1[CH:4]=[C:5](/[C:11](=[CH:14]/[C:15]2[CH:20]=[CH:19][C:18]([OH:21])=[CH:17][CH:16]=2)/[C:12]#[N:13])[CH:6]=[CH:7][C:8]=1[O:9][CH3:10].[C:22](OC(=O)C)(=[O:24])[CH3:23]. Product: [C:22]([O:21][C:18]1[CH:17]=[CH:16][C:15](/[CH:14]=[C:11](\[C:12]#[N:13])/[C:5]2[CH:6]=[CH:7][C:8]([O:9][CH3:10])=[C:3]([O:2][CH3:1])[CH:4]=2)=[CH:20][CH:19]=1)(=[O:24])[CH3:23]. The catalyst class is: 17. (2) Reactant: [C:1]([O:5][C:6](=[O:19])[NH:7][C:8]1([CH:17]=[O:18])[CH2:16][C:15]2[C:10](=[CH:11][CH:12]=[CH:13][CH:14]=2)[CH2:9]1)([CH3:4])([CH3:3])[CH3:2].CC(C)(O)[C:22]#[N:23].C(N(CC)CC)C. Product: [C:1]([O:5][C:6](=[O:19])[NH:7][C:8]1([CH:17]([C:22]#[N:23])[OH:18])[CH2:16][C:15]2[C:10](=[CH:11][CH:12]=[CH:13][CH:14]=2)[CH2:9]1)([CH3:4])([CH3:2])[CH3:3]. The catalyst class is: 4. (3) Reactant: [OH:1][C:2]1[CH:11]=[CH:10][C:5]2[C:6](=[O:9])[CH2:7][O:8][C:4]=2[CH:3]=1.[CH3:12][C:13]([Si:16](Cl)([CH3:18])[CH3:17])([CH3:15])[CH3:14].N1C=CN=C1. Product: [Si:16]([O:1][C:2]1[CH:11]=[CH:10][C:5]2[C:6](=[O:9])[CH2:7][O:8][C:4]=2[CH:3]=1)([C:13]([CH3:15])([CH3:14])[CH3:12])([CH3:18])[CH3:17]. The catalyst class is: 4. (4) Reactant: [NH2:1][C:2]([C:4]1[O:5][C:6]2[CH:12]=[CH:11][C:10]([N:13]3[CH2:18][CH2:17][N:16]([C:19]([O:21][C:22]([CH3:25])([CH3:24])[CH3:23])=[O:20])[CH2:15][CH2:14]3)=[CH:9][C:7]=2[CH:8]=1)=O.C(N(CC)CC)C.FC(F)(F)C(OC(=O)C(F)(F)F)=O. Product: [C:2]([C:4]1[O:5][C:6]2[CH:12]=[CH:11][C:10]([N:13]3[CH2:14][CH2:15][N:16]([C:19]([O:21][C:22]([CH3:25])([CH3:24])[CH3:23])=[O:20])[CH2:17][CH2:18]3)=[CH:9][C:7]=2[CH:8]=1)#[N:1]. The catalyst class is: 2. (5) Reactant: [Cl:1][C:2]1[N:6]([C:7]2[CH:12]=[CH:11][C:10]([C:13]3[CH:18]=[C:17]([CH3:19])[CH:16]=[CH:15][C:14]=3[O:20][CH3:21])=[CH:9][CH:8]=2)[C:5]([C:22](OCC)=[O:23])=[C:4]([NH:27][C:28](=[O:32])[CH2:29][C:30]#[N:31])[CH:3]=1.CC(C)([O-])C.[K+].O.Cl. Product: [Cl:1][C:2]1[N:6]([C:7]2[CH:8]=[CH:9][C:10]([C:13]3[CH:18]=[C:17]([CH3:19])[CH:16]=[CH:15][C:14]=3[O:20][CH3:21])=[CH:11][CH:12]=2)[C:5]2[C:22]([OH:23])=[C:29]([C:30]#[N:31])[C:28](=[O:32])[NH:27][C:4]=2[CH:3]=1. The catalyst class is: 16. (6) Reactant: Cl.Cl.[F:3][C:4]1[CH:9]=[CH:8][C:7]([CH:10]([C:24]2[CH:29]=[CH:28][C:27]([F:30])=[CH:26][CH:25]=2)[N:11]2[CH2:16][CH2:15][N:14]([CH2:17][CH2:18][O:19][CH2:20][C:21](N)=[O:22])[CH2:13][CH2:12]2)=[CH:6][CH:5]=1.[Na].[OH-:32].[Na+].Cl. Product: [CH:8]1[C:7]([CH:10]([N:11]2[CH2:12][CH2:13][N:14]([CH2:17][CH2:18][O:19][CH2:20][C:21]([OH:32])=[O:22])[CH2:15][CH2:16]2)[C:24]2[CH:25]=[CH:26][C:27]([F:30])=[CH:28][CH:29]=2)=[CH:6][CH:5]=[C:4]([F:3])[CH:9]=1. The catalyst class is: 97. (7) The catalyst class is: 73. Reactant: FC(F)(F)S(O[C:7]1[C:19]([CH:20]=[O:21])=[C:18]([CH:22]([CH3:24])[CH3:23])[CH:17]=[C:16]2[C:8]=1[C:9](=[O:25])[CH2:10][C:11]1([O:15]2)[CH2:14][CH2:13][CH2:12]1)(=O)=O.[F:28][C:29]1[CH:34]=[CH:33][C:32](B(O)O)=[CH:31][CH:30]=1.P([O-])([O-])([O-])=O.[K+].[K+].[K+]. Product: [F:28][C:29]1[CH:34]=[CH:33][C:32]([C:7]2[C:19]([CH:20]=[O:21])=[C:18]([CH:22]([CH3:24])[CH3:23])[CH:17]=[C:16]3[C:8]=2[C:9](=[O:25])[CH2:10][C:11]2([O:15]3)[CH2:14][CH2:13][CH2:12]2)=[CH:31][CH:30]=1.